From a dataset of Microsomal clearance measurements from AstraZeneca. Regression/Classification. Given a drug SMILES string, predict its absorption, distribution, metabolism, or excretion properties. Task type varies by dataset: regression for continuous measurements (e.g., permeability, clearance, half-life) or binary classification for categorical outcomes (e.g., BBB penetration, CYP inhibition). For this dataset (clearance_microsome_az), we predict log10(clearance) (log10 of the in vitro intrinsic clearance, CLint, in uL/min per mg of human liver microsomal protein, equivalently mL/min/g; values are censored to the assay range of 3 to 150, which is 0.477 to 2.18 on this log10 scale). (1) The log10(clearance) is 0.950. The molecule is O=C(O)COc1ccc(-c2nccs2)cc1-c1ccccc1. (2) The drug is Cc1n[nH]c(C)c1Cc1sc2c(c1C(=O)N1C[C@H](O)CO1)c(=O)n(C)c(=O)n2CC(C)C. The log10(clearance) is 0.600. (3) The compound is c1ccc2c(c1)[nH]c1cnccc12. The log10(clearance) is 1.95. (4) The compound is CCn1c(C)c(C(=O)O)c(-c2cccc(N3CCN(c4ccc(NS(=O)(=O)c5ccc(N[C@H](CCN6CCC(O)CC6)CSc6ccccc6)c(S(=O)(=O)C(F)(F)F)c5)cc4)CC3)c2)c1-c1ccc(Cl)cc1. The log10(clearance) is 1.18. (5) The compound is COc1ccc(N(C(=O)c2occc2C)C(C(=O)NC[C@@H](C)O)c2ccccc2F)c(OC)c1. The log10(clearance) is 2.10.